Dataset: NCI-60 drug combinations with 297,098 pairs across 59 cell lines. Task: Regression. Given two drug SMILES strings and cell line genomic features, predict the synergy score measuring deviation from expected non-interaction effect. (1) Drug 1: CN1CCC(CC1)COC2=C(C=C3C(=C2)N=CN=C3NC4=C(C=C(C=C4)Br)F)OC. Drug 2: CC1C(C(CC(O1)OC2CC(CC3=C2C(=C4C(=C3O)C(=O)C5=CC=CC=C5C4=O)O)(C(=O)C)O)N)O. Cell line: HOP-62. Synergy scores: CSS=44.2, Synergy_ZIP=2.25, Synergy_Bliss=3.27, Synergy_Loewe=-15.7, Synergy_HSA=3.14. (2) Drug 1: C(CC(=O)O)C(=O)CN.Cl. Drug 2: CCC1(C2=C(COC1=O)C(=O)N3CC4=CC5=C(C=CC(=C5CN(C)C)O)N=C4C3=C2)O.Cl. Cell line: MCF7. Synergy scores: CSS=7.63, Synergy_ZIP=-3.74, Synergy_Bliss=1.95, Synergy_Loewe=-6.71, Synergy_HSA=1.13. (3) Drug 1: CCC1(CC2CC(C3=C(CCN(C2)C1)C4=CC=CC=C4N3)(C5=C(C=C6C(=C5)C78CCN9C7C(C=CC9)(C(C(C8N6C=O)(C(=O)OC)O)OC(=O)C)CC)OC)C(=O)OC)O.OS(=O)(=O)O. Drug 2: CC1=C(C(=O)C2=C(C1=O)N3CC4C(C3(C2COC(=O)N)OC)N4)N. Cell line: EKVX. Synergy scores: CSS=8.45, Synergy_ZIP=-2.39, Synergy_Bliss=-0.898, Synergy_Loewe=-5.79, Synergy_HSA=-3.95. (4) Drug 1: CC12CCC3C(C1CCC2O)C(CC4=C3C=CC(=C4)O)CCCCCCCCCS(=O)CCCC(C(F)(F)F)(F)F. Drug 2: CCN(CC)CCCC(C)NC1=C2C=C(C=CC2=NC3=C1C=CC(=C3)Cl)OC. Cell line: NCI-H522. Synergy scores: CSS=7.46, Synergy_ZIP=-4.90, Synergy_Bliss=-5.31, Synergy_Loewe=-4.19, Synergy_HSA=-4.06. (5) Drug 1: CC12CCC(CC1=CCC3C2CCC4(C3CC=C4C5=CN=CC=C5)C)O. Drug 2: C1=CN(C(=O)N=C1N)C2C(C(C(O2)CO)O)O.Cl. Cell line: HOP-62. Synergy scores: CSS=42.8, Synergy_ZIP=-0.111, Synergy_Bliss=0.000881, Synergy_Loewe=-29.7, Synergy_HSA=0.138. (6) Drug 1: CC1=C(C(CCC1)(C)C)C=CC(=CC=CC(=CC(=O)O)C)C. Drug 2: C(CCl)NC(=O)N(CCCl)N=O. Cell line: RPMI-8226. Synergy scores: CSS=49.2, Synergy_ZIP=-4.39, Synergy_Bliss=-6.76, Synergy_Loewe=-18.3, Synergy_HSA=-2.09. (7) Drug 1: CC(C1=C(C=CC(=C1Cl)F)Cl)OC2=C(N=CC(=C2)C3=CN(N=C3)C4CCNCC4)N. Drug 2: C1CN(CCN1C(=O)CCBr)C(=O)CCBr. Cell line: U251. Synergy scores: CSS=26.7, Synergy_ZIP=-8.25, Synergy_Bliss=-2.32, Synergy_Loewe=-2.21, Synergy_HSA=-1.89. (8) Drug 1: CC1=C(C=C(C=C1)C(=O)NC2=CC(=CC(=C2)C(F)(F)F)N3C=C(N=C3)C)NC4=NC=CC(=N4)C5=CN=CC=C5. Drug 2: CS(=O)(=O)OCCCCOS(=O)(=O)C. Cell line: HT29. Synergy scores: CSS=8.76, Synergy_ZIP=-1.69, Synergy_Bliss=0.784, Synergy_Loewe=-1.37, Synergy_HSA=2.03.